From a dataset of Forward reaction prediction with 1.9M reactions from USPTO patents (1976-2016). Predict the product of the given reaction. (1) Given the reactants [CH3:1][S:2]([N:5]1[CH2:8][CH:7]([C:9]([OH:11])=O)[CH2:6]1)(=[O:4])=[O:3].Cl.[CH3:13][NH:14][O:15][CH3:16].CN(C(ON1N=NC2C=CC=NC1=2)=[N+](C)C)C.F[P-](F)(F)(F)(F)F.C(N(C(C)C)CC)(C)C, predict the reaction product. The product is: [CH3:16][O:15][N:14]([CH3:13])[C:9]([CH:7]1[CH2:8][N:5]([S:2]([CH3:1])(=[O:4])=[O:3])[CH2:6]1)=[O:11]. (2) Given the reactants Br[C:2]1[CH:7]=[CH:6][C:5]([Cl:8])=[CH:4][C:3]=1[N+:9]([O-:11])=[O:10].[CH:12]([B-](F)(F)F)=[CH2:13].[K+].C(=O)([O-])[O-].[Cs+].[Cs+], predict the reaction product. The product is: [Cl:8][C:5]1[CH:6]=[CH:7][C:2]([CH:12]=[CH2:13])=[C:3]([N+:9]([O-:11])=[O:10])[CH:4]=1. (3) The product is: [CH3:19][N:20]([CH3:36])[C:21]1[CH:22]=[CH:23][C:24]([C:27]2[C:28]([C:33]([NH:18][C:14]3[CH:13]=[C:12]4[C:17](=[CH:16][CH:15]=3)[N:9]([C:7](=[O:8])[CH2:6][N:1]3[CH:5]=[CH:4][CH:3]=[N:2]3)[CH2:10][CH2:11]4)=[O:34])=[CH:29][CH:30]=[CH:31][CH:32]=2)=[CH:25][CH:26]=1. Given the reactants [N:1]1([CH2:6][C:7]([N:9]2[C:17]3[C:12](=[CH:13][C:14]([NH2:18])=[CH:15][CH:16]=3)[CH2:11][CH2:10]2)=[O:8])[CH:5]=[CH:4][CH:3]=[N:2]1.[CH3:19][N:20]([CH3:36])[C:21]1[CH:26]=[CH:25][C:24]([C:27]2[C:28]([C:33](O)=[O:34])=[CH:29][CH:30]=[CH:31][CH:32]=2)=[CH:23][CH:22]=1.F[P-](F)(F)(F)(F)F.N1(O[P+](N2CCCC2)(N2CCCC2)N2CCCC2)C2C=CC=CC=2N=N1.C(N(C(C)C)CC)(C)C, predict the reaction product. (4) Given the reactants [Cl:1][C:2]1[CH:3]=[C:4]([C:8]2[N:13]=[C:12]([C:14]([OH:16])=O)[CH:11]=[CH:10][CH:9]=2)[CH:5]=[CH:6][CH:7]=1.[NH2:17][C:18]1[CH:23]=[CH:22][CH:21]=[CH:20][CH:19]=1, predict the reaction product. The product is: [C:18]1([NH:17][C:14]([C:12]2[CH:11]=[CH:10][CH:9]=[C:8]([C:4]3[CH:5]=[CH:6][CH:7]=[C:2]([Cl:1])[CH:3]=3)[N:13]=2)=[O:16])[CH:23]=[CH:22][CH:21]=[CH:20][CH:19]=1.